This data is from Full USPTO retrosynthesis dataset with 1.9M reactions from patents (1976-2016). The task is: Predict the reactants needed to synthesize the given product. (1) Given the product [Br:1][C:2]1[CH:3]=[CH:4][C:5]([C@H:8]2[CH2:10][C@H:9]2[C:11]([OH:13])=[O:12])=[CH:6][CH:7]=1, predict the reactants needed to synthesize it. The reactants are: [Br:1][C:2]1[CH:7]=[CH:6][C:5]([C@H:8]2[CH2:10][C@H:9]2[C:11]([O:13]C)=[O:12])=[CH:4][CH:3]=1.[Li+].[OH-]. (2) Given the product [CH3:11][NH:12][C:2]1[CH:7]=[CH:6][N:5]=[CH:4][C:3]=1[N+:8]([O-:10])=[O:9], predict the reactants needed to synthesize it. The reactants are: Cl[C:2]1[CH:7]=[CH:6][N:5]=[CH:4][C:3]=1[N+:8]([O-:10])=[O:9].[CH3:11][NH2:12].O.